This data is from PAMPA (Parallel Artificial Membrane Permeability Assay) permeability data from NCATS. The task is: Regression/Classification. Given a drug SMILES string, predict its absorption, distribution, metabolism, or excretion properties. Task type varies by dataset: regression for continuous measurements (e.g., permeability, clearance, half-life) or binary classification for categorical outcomes (e.g., BBB penetration, CYP inhibition). Dataset: pampa_ncats. (1) The drug is CS(=O)(=O)C1=CC=CC=C1C2=CSC(=N2)N3CCC(CC3)C(=O)N. The result is 1 (high permeability). (2) The drug is CCOC(=O)C1CCN(CC1)C(=O)C(C)(C)NC(=O)NC2=C(C=C(C=C2)Cl)Cl. The result is 1 (high permeability).